This data is from Forward reaction prediction with 1.9M reactions from USPTO patents (1976-2016). The task is: Predict the product of the given reaction. (1) Given the reactants [N:1]1([C:7]2[N:12]=[CH:11][NH:10][C:9](=[O:13])[CH:8]=2)[CH2:6][CH2:5][NH:4][CH2:3][CH2:2]1.[C:14]([C:18]1[C:19]([OH:26])=[C:20]([CH:23]=[CH:24][CH:25]=1)[CH:21]=O)([CH3:17])([CH3:16])[CH3:15], predict the reaction product. The product is: [C:14]([C:18]1[C:19]([OH:26])=[C:20]([CH:23]=[CH:24][CH:25]=1)[CH2:21][N:4]1[CH2:5][CH2:6][N:1]([C:7]2[N:12]=[CH:11][NH:10][C:9](=[O:13])[CH:8]=2)[CH2:2][CH2:3]1)([CH3:17])([CH3:15])[CH3:16]. (2) Given the reactants C(O[C:6](=O)[N:7](C)[CH2:8][CH2:9][C:10]1[CH:15]=[CH:14][C:13]([O:16][C:17]2[CH:22]=[CH:21][CH:20]=[C:19]([C:23]([F:26])([F:25])[F:24])[CH:18]=2)=[CH:12][CH:11]=1)(C)(C)C.C(O)(C(F)(F)F)=O, predict the reaction product. The product is: [CH3:6][NH:7][CH2:8][CH2:9][C:10]1[CH:11]=[CH:12][C:13]([O:16][C:17]2[CH:22]=[CH:21][CH:20]=[C:19]([C:23]([F:24])([F:26])[F:25])[CH:18]=2)=[CH:14][CH:15]=1. (3) Given the reactants [Br:1][CH:2]1[CH2:11][CH2:10][C:9]2[C:4](=[CH:5][CH:6]=[C:7]([O:12][CH3:13])[CH:8]=2)[C:3]1=[O:14].[Li+].C[Si]([N-][Si](C)(C)C)(C)C.[C:25](OC(=O)C)(=[O:27])[CH3:26], predict the reaction product. The product is: [Br:1][C:2]1[CH2:11][CH2:10][C:9]2[C:4](=[CH:5][CH:6]=[C:7]([O:12][CH3:13])[CH:8]=2)[C:3]=1[O:14][C:25](=[O:27])[CH3:26].